Dataset: Catalyst prediction with 721,799 reactions and 888 catalyst types from USPTO. Task: Predict which catalyst facilitates the given reaction. Reactant: [CH3:1][C:2]1[CH:7]=[CH:6][N:5]=[C:4]([NH:8][CH2:9][CH:10]2[CH2:30][CH2:29][C:13]3([C:21]4[C:16](=[CH:17][CH:18]=[CH:19][CH:20]=4)[N:15](C(OC(C)(C)C)=O)[CH2:14]3)[CH2:12][CH2:11]2)[C:3]=1[NH:31][C:32](=[O:38])[CH2:33][C:34]([F:37])([F:36])[F:35]. Product: [NH:15]1[C:16]2[C:21](=[CH:20][CH:19]=[CH:18][CH:17]=2)[C:13]2([CH2:29][CH2:30][CH:10]([CH2:9][NH:8][C:4]3[C:3]([NH:31][C:32](=[O:38])[CH2:33][C:34]([F:37])([F:36])[F:35])=[C:2]([CH3:1])[CH:7]=[CH:6][N:5]=3)[CH2:11][CH2:12]2)[CH2:14]1. The catalyst class is: 14.